Dataset: Full USPTO retrosynthesis dataset with 1.9M reactions from patents (1976-2016). Task: Predict the reactants needed to synthesize the given product. Given the product [Na:1].[S:33]([CH2:32][C@H:13]1[O:12][C@H:11]([O:37][CH2:38][CH2:39][CH2:40][O:41][C:42](=[O:60])[CH2:43][CH2:44][CH2:45][CH2:46][CH2:47][CH2:48][CH2:49][CH2:50][CH2:51][CH2:52][CH2:53][CH2:54][CH2:55][CH2:56][CH2:57][CH2:58][CH3:59])[C@H:10]([OH:9])[C@@H:15]([OH:16])[C@@H:14]1[OH:24])([OH:36])(=[O:34])=[O:35], predict the reactants needed to synthesize it. The reactants are: [Na:1].C([O:9][C@@H:10]1[C@@H:15]([O:16]CC2C=CC=CC=2)[C@H:14]([O:24]CC2C=CC=CC=2)[C@@H:13]([CH2:32][S:33]([OH:36])(=[O:35])=[O:34])[O:12][C@@H:11]1[O:37][CH2:38][CH2:39][CH2:40][O:41][C:42](=[O:60])[CH2:43][CH2:44][CH2:45][CH2:46][CH2:47][CH2:48][CH2:49][CH2:50][CH2:51][CH2:52][CH2:53][CH2:54][CH2:55][CH2:56][CH2:57][CH2:58][CH3:59])C1C=CC=CC=1.[H][H].